This data is from Catalyst prediction with 721,799 reactions and 888 catalyst types from USPTO. The task is: Predict which catalyst facilitates the given reaction. (1) Reactant: C(N(CC)CC)C.[NH2:8][C:9]1[N:17]=[C:16]([F:18])[CH:15]=[CH:14][C:10]=1[C:11]([OH:13])=O.Cl.[F:20][C:21]1[CH:26]=[CH:25][CH:24]=[CH:23][C:22]=1[O:27][C:28]1[CH:35]=[CH:34][C:31]([CH2:32][NH2:33])=[CH:30][CH:29]=1.CN([P+](ON1N=NC2C=CC=CC1=2)(N(C)C)N(C)C)C.F[P-](F)(F)(F)(F)F. Product: [F:20][C:21]1[CH:26]=[CH:25][CH:24]=[CH:23][C:22]=1[O:27][C:28]1[CH:35]=[CH:34][C:31]([CH2:32][NH:33][C:11](=[O:13])[C:10]2[CH:14]=[CH:15][C:16]([F:18])=[N:17][C:9]=2[NH2:8])=[CH:30][CH:29]=1. The catalyst class is: 3. (2) Reactant: C(OC([C:6]1[C:7]([C:22]2[CH:27]=[CH:26][C:25]([F:28])=[CH:24][C:23]=2[CH3:29])=[C:8]2[CH:14]=[N:13][N:12]([CH2:15][C:16]3[CH:21]=[CH:20][CH:19]=[CH:18][CH:17]=3)[C:9]2=[N:10][CH:11]=1)=O)C.[OH-].[Na+].Cl.CC[N:35]([CH2:38]C)CC.C1C=CC(P(N=[N+]=[N-])(C2C=CC=CC=2)=[O:47])=CC=1.[CH3:57][C:58]([OH:61])([CH3:60])[CH3:59]. Product: [C:58]([O:61][C:38](=[O:47])[NH:35][C:6]1[C:7]([C:22]2[CH:27]=[CH:26][C:25]([F:28])=[CH:24][C:23]=2[CH3:29])=[C:8]2[CH:14]=[N:13][N:12]([CH2:15][C:16]3[CH:21]=[CH:20][CH:19]=[CH:18][CH:17]=3)[C:9]2=[N:10][CH:11]=1)([CH3:60])([CH3:59])[CH3:57]. The catalyst class is: 301. (3) Reactant: Cl.O1CCOCC1.[NH2:8][C:9](=[O:27])[CH2:10][CH:11]([NH:19]C(=O)OC(C)(C)C)[C:12]1[CH:17]=[CH:16][C:15]([Cl:18])=[CH:14][CH:13]=1. Product: [NH2:19][CH:11]([C:12]1[CH:13]=[CH:14][C:15]([Cl:18])=[CH:16][CH:17]=1)[CH2:10][C:9]([NH2:8])=[O:27]. The catalyst class is: 2. (4) Reactant: [O:1]1[CH2:5][CH2:4][C:3]([C:6]2[C:12]([CH3:13])=[CH:11][CH:10]=[CH:9][C:7]=2[NH2:8])=[N:2]1.C(=O)([O-])[O-].[K+].[K+].[Br-:20].[Br-].[Br-].C([N+](CCCC)(CCCC)CCCC)CCC.C([N+](CCCC)(CCCC)CCCC)CCC.C([N+](CCCC)(CCCC)CCCC)CCC. Product: [Br:20][C:11]1[CH:10]=[CH:9][C:7]([NH2:8])=[C:6]([C:3]2[CH2:4][CH2:5][O:1][N:2]=2)[C:12]=1[CH3:13]. The catalyst class is: 10. (5) Reactant: [F:1][C:2]1[CH:7]=[CH:6][C:5]([NH:8][C:9]([C:11]2[N:15]([CH3:16])[CH:14]=[C:13]([C:17](=[O:21])[C:18]([OH:20])=O)[CH:12]=2)=[O:10])=[CH:4][C:3]=1[CH3:22].Cl.[O:24]1[CH2:28][CH2:27][C@H:26]([NH2:29])[CH2:25]1.C(N(CC)C(C)C)(C)C.F[P-](F)(F)(F)(F)F.N1(OC(N(C)C)=[N+](C)C)C2N=CC=CC=2N=N1. Product: [F:1][C:2]1[CH:7]=[CH:6][C:5]([NH:8][C:9]([C:11]2[N:15]([CH3:16])[CH:14]=[C:13]([C:17](=[O:21])[C:18](=[O:20])[NH:29][C@H:26]3[CH2:27][CH2:28][O:24][CH2:25]3)[CH:12]=2)=[O:10])=[CH:4][C:3]=1[CH3:22]. The catalyst class is: 31.